From a dataset of NCI-60 drug combinations with 297,098 pairs across 59 cell lines. Regression. Given two drug SMILES strings and cell line genomic features, predict the synergy score measuring deviation from expected non-interaction effect. (1) Drug 1: CC1OCC2C(O1)C(C(C(O2)OC3C4COC(=O)C4C(C5=CC6=C(C=C35)OCO6)C7=CC(=C(C(=C7)OC)O)OC)O)O. Drug 2: C(=O)(N)NO. Cell line: A549. Synergy scores: CSS=39.1, Synergy_ZIP=-0.817, Synergy_Bliss=-1.45, Synergy_Loewe=-35.1, Synergy_HSA=-0.391. (2) Drug 1: CNC(=O)C1=CC=CC=C1SC2=CC3=C(C=C2)C(=NN3)C=CC4=CC=CC=N4. Drug 2: CC1C(C(CC(O1)OC2CC(CC3=C2C(=C4C(=C3O)C(=O)C5=C(C4=O)C(=CC=C5)OC)O)(C(=O)CO)O)N)O.Cl. Cell line: HL-60(TB). Synergy scores: CSS=43.9, Synergy_ZIP=-2.07, Synergy_Bliss=-2.76, Synergy_Loewe=-12.0, Synergy_HSA=-0.609. (3) Drug 1: CNC(=O)C1=CC=CC=C1SC2=CC3=C(C=C2)C(=NN3)C=CC4=CC=CC=N4. Drug 2: CC1OCC2C(O1)C(C(C(O2)OC3C4COC(=O)C4C(C5=CC6=C(C=C35)OCO6)C7=CC(=C(C(=C7)OC)O)OC)O)O. Synergy scores: CSS=50.8, Synergy_ZIP=7.49, Synergy_Bliss=7.04, Synergy_Loewe=-1.90, Synergy_HSA=7.60. Cell line: NCI-H460. (4) Drug 1: CC12CCC3C(C1CCC2O)C(CC4=C3C=CC(=C4)O)CCCCCCCCCS(=O)CCCC(C(F)(F)F)(F)F. Drug 2: C1=NC2=C(N=C(N=C2N1C3C(C(C(O3)CO)O)F)Cl)N. Cell line: HOP-92. Synergy scores: CSS=-1.10, Synergy_ZIP=-3.79, Synergy_Bliss=-0.577, Synergy_Loewe=-23.0, Synergy_HSA=-6.31.